The task is: Predict the reactants needed to synthesize the given product.. This data is from Full USPTO retrosynthesis dataset with 1.9M reactions from patents (1976-2016). (1) Given the product [Cl:23][C:15]1[CH:14]=[C:13]([C:11]2[O:10][N:9]=[C:8]([C:4]3[C:3]([CH3:24])=[C:2]([CH2:27][CH2:28][CH2:29][C:30]([O:32][CH2:33][CH3:34])=[O:31])[CH:7]=[CH:6][CH:5]=3)[N:12]=2)[CH:18]=[N:17][C:16]=1[O:19][CH:20]([CH3:22])[CH3:21], predict the reactants needed to synthesize it. The reactants are: Br[C:2]1[C:3]([CH3:24])=[C:4]([C:8]2[N:12]=[C:11]([C:13]3[CH:14]=[C:15]([Cl:23])[C:16]([O:19][CH:20]([CH3:22])[CH3:21])=[N:17][CH:18]=3)[O:10][N:9]=2)[CH:5]=[CH:6][CH:7]=1.Br[Zn][CH2:27][CH2:28][CH2:29][C:30]([O:32][CH2:33][CH3:34])=[O:31]. (2) Given the product [CH3:1][C:2]1[CH:3]=[CH:4][C:5]([CH2:6][NH:7][C:8](=[O:20])[CH2:9][CH2:10][C:11]2[CH:16]=[CH:15][C:14]([O:17][CH2:23][CH3:24])=[C:13]([O:18][CH3:19])[CH:12]=2)=[CH:21][CH:22]=1, predict the reactants needed to synthesize it. The reactants are: [CH3:1][C:2]1[CH:22]=[CH:21][C:5]([CH2:6][NH:7][C:8](=[O:20])[CH2:9][CH2:10][C:11]2[CH:16]=[CH:15][C:14]([OH:17])=[C:13]([O:18][CH3:19])[CH:12]=2)=[CH:4][CH:3]=1.[CH2:23](I)[CH3:24]. (3) Given the product [OH:35][N:34]=[C:12]([C:10]1[S:11][C:7]2[CH:6]=[CH:5][CH:4]=[C:3]([O:2][CH3:1])[C:8]=2[N:9]=1)[C@H:14]1[O:19][CH2:18][C@H:17]([NH:20][CH2:21][C:22]2[CH:23]=[CH:24][C:25]3[S:26][CH2:27][C:28](=[O:32])[NH:29][C:30]=3[N:31]=2)[CH2:16][CH2:15]1, predict the reactants needed to synthesize it. The reactants are: [CH3:1][O:2][C:3]1[C:8]2[N:9]=[C:10]([C:12]([C@H:14]3[O:19][CH2:18][C@H:17]([NH:20][CH2:21][C:22]4[CH:23]=[CH:24][C:25]5[S:26][CH2:27][C:28](=[O:32])[NH:29][C:30]=5[N:31]=4)[CH2:16][CH2:15]3)=O)[S:11][C:7]=2[CH:6]=[CH:5][CH:4]=1.Cl.[NH2:34][OH:35]. (4) Given the product [Br:28][CH:1]([C:2]1[CH:7]=[CH:6][CH:5]=[CH:4][CH:3]=1)[C:8]#[N:9], predict the reactants needed to synthesize it. The reactants are: [CH2:1]([C:8]#[N:9])[C:2]1[CH:7]=[CH:6][CH:5]=[CH:4][CH:3]=1.C(OOC(=O)C1C=CC=CC=1)(=O)C1C=CC=CC=1.[Br:28]N1C(=O)CCC1=O. (5) Given the product [CH3:33][C:19]1([CH3:18])[C:27]2[CH:26]=[C:25]([NH2:42])[CH:24]=[CH:23][C:22]=2[C:21]([C:9]2[CH:14]=[CH:13][C:12]([NH2:15])=[CH:11][CH:10]=2)([CH3:16])[CH2:20]1.[CH:38]1[C:43]([C:54]([C:27]2[CH:22]=[CH:23][C:24]3[C:31]([O:30][C:28](=[O:29])[C:25]=3[CH:26]=2)=[O:32])=[O:55])=[CH:44][C:41]2[C:49]([O:52][C:46](=[O:53])[C:40]=2[CH:39]=1)=[O:8], predict the reactants needed to synthesize it. The reactants are: C1C(N)=CC=C([O:8][C:9]2[CH:10]=[CH:11][C:12]([NH2:15])=[CH:13][CH:14]=2)C=1.[CH:16]1[C:21]([C:22]2[CH:27]=[CH:26][C:25]3[C:28]([O:30][C:31](=[O:32])[C:24]=3[CH:23]=2)=[O:29])=[CH:20][C:19]2[C:33](OC(=O)[C:18]=2C=1)=O.[CH2:38]([CH2:43][CH2:44]N)[CH2:39][CH2:40][CH2:41][NH2:42].[C:46]1(=[O:53])[O:52][CH:49](CC)CC1.[CH3:54][OH:55]. (6) Given the product [OH:31][CH2:30][CH2:29][C:26]1[CH:27]=[CH:28][C:23]([C:9]2[N:8]([C:6]([O:5][C:1]([CH3:4])([CH3:3])[CH3:2])=[O:7])[CH:12]=[CH:11][CH:10]=2)=[CH:24][CH:25]=1, predict the reactants needed to synthesize it. The reactants are: [C:1]([O:5][C:6]([N:8]1[CH:12]=[CH:11][CH:10]=[C:9]1B(O)O)=[O:7])([CH3:4])([CH3:3])[CH3:2].C(=O)([O-])[O-].[Na+].[Na+].Br[C:23]1[CH:28]=[CH:27][C:26]([CH2:29][CH2:30][OH:31])=[CH:25][CH:24]=1.C(=O)([O-])O.[Na+]. (7) The reactants are: Cl.[CH3:2][O:3][C:4]([C:6]1([NH2:11])[CH2:10][CH2:9][CH2:8][CH2:7]1)=[O:5].[Cl:12][C:13]1[C:14]([CH3:23])=[C:15]([S:19](Cl)(=[O:21])=[O:20])[CH:16]=[CH:17][CH:18]=1.C(N(CC)CC)C.O. Given the product [CH3:2][O:3][C:4]([C:6]1([NH:11][S:19]([C:15]2[CH:16]=[CH:17][CH:18]=[C:13]([Cl:12])[C:14]=2[CH3:23])(=[O:20])=[O:21])[CH2:10][CH2:9][CH2:8][CH2:7]1)=[O:5], predict the reactants needed to synthesize it. (8) The reactants are: [CH3:1][O:2][CH2:3][CH2:4][C:5](Cl)=[O:6].[O:8]([CH2:15][CH2:16][NH:17][C:18]1[C:27]2[C:22](=[CH:23][CH:24]=[CH:25][CH:26]=2)[N:21]=[CH:20][C:19]=1[NH2:28])[C:9]1[CH:14]=[CH:13][CH:12]=[CH:11][CH:10]=1.CCCCCC. Given the product [CH3:1][O:2][CH2:3][CH2:4][C:5]([NH:28][C:19]1[CH:20]=[N:21][C:22]2[C:27]([C:18]=1[NH:17][CH2:16][CH2:15][O:8][C:9]1[CH:14]=[CH:13][CH:12]=[CH:11][CH:10]=1)=[CH:26][CH:25]=[CH:24][CH:23]=2)=[O:6], predict the reactants needed to synthesize it.